From a dataset of Reaction yield outcomes from USPTO patents with 853,638 reactions. Predict the reaction yield, written as a fraction of the theoretical maximum amount of product (1.0 means a 100% yield; for example, 0.34 means a 34% yield). (1) The reactants are [CH3:1][C:2]1[S:23][C:5]2=[N:6][C:7]([CH3:22])=[C:8]([CH2:17][C:18]([O:20]C)=[O:19])[C:9]([C:10]3[CH:15]=[CH:14][C:13]([CH3:16])=[CH:12][CH:11]=3)=[C:4]2[C:3]=1[CH3:24].[O-2].[Li+].[Li+].Cl. The catalyst is O1CCOCC1.O. The product is [CH3:1][C:2]1[S:23][C:5]2=[N:6][C:7]([CH3:22])=[C:8]([CH2:17][C:18]([OH:20])=[O:19])[C:9]([C:10]3[CH:11]=[CH:12][C:13]([CH3:16])=[CH:14][CH:15]=3)=[C:4]2[C:3]=1[CH3:24]. The yield is 0.370. (2) The reactants are [NH:1]1[CH2:6][CH2:5][CH:4]([CH2:7][OH:8])[CH2:3][CH2:2]1.[OH-].[Na+].[CH3:11][C:12]([O:15][C:16](O[C:16]([O:15][C:12]([CH3:14])([CH3:13])[CH3:11])=[O:17])=[O:17])([CH3:14])[CH3:13]. The catalyst is O1CCOCC1. The product is [C:12]([O:15][C:16]([N:1]1[CH2:6][CH2:5][CH:4]([CH2:7][OH:8])[CH2:3][CH2:2]1)=[O:17])([CH3:14])([CH3:13])[CH3:11]. The yield is 0.970. (3) The reactants are [CH3:1][C:2]1[CH:7]=[C:6]([C:8]2[CH:9]=[CH:10][C:11]3[N:17]4[CH2:18][C@H:14]([CH2:15][CH2:16]4)[NH:13][C:12]=3[N:19]=2)[CH:5]=[CH:4][N:3]=1.ClC(Cl)(O[C:24](=[O:30])OC(Cl)(Cl)Cl)Cl.[NH:32]1[C:40]2[C:35](=[N:36][C:37]([NH2:41])=[CH:38][CH:39]=2)[N:34]=[CH:33]1.C(N(CC)CC)C. The catalyst is C1COCC1.C([O-])(O)=O.[Na+].C(Cl)Cl.CO. The product is [NH:32]1[C:40]2[C:35](=[N:36][C:37]([NH:41][C:24]([N:13]3[C@@H:14]4[CH2:18][N:17]([CH2:16][CH2:15]4)[C:11]4[CH:10]=[CH:9][C:8]([C:6]5[CH:5]=[CH:4][N:3]=[C:2]([CH3:1])[CH:7]=5)=[N:19][C:12]3=4)=[O:30])=[CH:38][CH:39]=2)[N:34]=[CH:33]1. The yield is 0.250. (4) The reactants are [F:1][C:2]1[CH:3]=[C:4]([N:9]2[C:13]([CH3:15])([CH3:14])[C:12](=[O:16])[N:11]([C:17]3[CH:24]=[CH:23][C:20]([C:21]#[N:22])=[C:19]([C:25]([F:28])([F:27])[F:26])[CH:18]=3)[C:10]2=[S:29])[CH:5]=[CH:6][C:7]=1[OH:8].[O:30]1[CH2:34][CH2:33][CH:32]([CH2:35]O)[CH2:31]1.N(C(N1CCCCC1)=O)=NC(N1CCCCC1)=O.C(P(CCCC)CCCC)CCC. The catalyst is CO.CC1C=CC=CC=1. The product is [F:1][C:2]1[CH:3]=[C:4]([N:9]2[C:13]([CH3:14])([CH3:15])[C:12](=[O:16])[N:11]([C:17]3[CH:24]=[CH:23][C:20]([C:21]#[N:22])=[C:19]([C:25]([F:26])([F:27])[F:28])[CH:18]=3)[C:10]2=[S:29])[CH:5]=[CH:6][C:7]=1[O:8][CH2:35][CH:32]1[CH2:33][CH2:34][O:30][CH2:31]1. The yield is 0.815. (5) The reactants are [NH2:1][C:2]1[CH:18]=[CH:17][C:16]([Cl:19])=[CH:15][C:3]=1[C:4]([NH:6][CH:7]1[CH2:12][CH2:11][C:10](=[O:13])[NH:9][C:8]1=[O:14])=[O:5].[CH:20](OC)(OC)OC.C1(C)C=CC(S(O)(=O)=O)=CC=1. No catalyst specified. The product is [Cl:19][C:16]1[CH:15]=[C:3]2[C:2](=[CH:18][CH:17]=1)[N:1]=[CH:20][N:6]([CH:7]1[CH2:12][CH2:11][C:10](=[O:13])[NH:9][C:8]1=[O:14])[C:4]2=[O:5]. The yield is 0.740. (6) The reactants are [N+:1]([C:4]1[CH:5]=[C:6]2[C:10](=[CH:11][CH:12]=1)[NH:9][C:8]([CH2:13][C:14]1[CH:19]=[CH:18][C:17]([O:20][C:21]([F:24])([F:23])[F:22])=[CH:16][CH:15]=1)=[CH:7]2)([O-:3])=[O:2].Cl.Cl[CH2:27][CH2:28][N:29]([CH2:32][CH3:33])[CH2:30][CH3:31].C(=O)([O-])[O-].[K+].[K+].CN(C)C=O. The catalyst is O.C(OCC)(=O)C. The product is [CH2:28]([N:29]([CH2:32][CH3:33])[CH2:30][CH2:31][N:9]1[C:10]2[C:6](=[CH:5][C:4]([N+:1]([O-:3])=[O:2])=[CH:12][CH:11]=2)[CH:7]=[C:8]1[CH2:13][C:14]1[CH:15]=[CH:16][C:17]([O:20][C:21]([F:24])([F:22])[F:23])=[CH:18][CH:19]=1)[CH3:27]. The yield is 0.792. (7) The reactants are BrC1C=C[C:5](NCC(OC)=O)=[N:6]C=1.[F:14][C:15]1[CH:23]=[C:22]2[C:18]([C:19]([CH:25]=O)=[CH:20][N:21]2[CH3:24])=[CH:17][CH:16]=1.CN1C2C(=CC=CC=2)C(C)=C1C=O. The yield is 0.350. No catalyst specified. The product is [F:14][C:15]1[CH:23]=[C:22]2[C:18]([C:19]([CH2:25][NH:6][CH3:5])=[CH:20][N:21]2[CH3:24])=[CH:17][CH:16]=1.